Dataset: Full USPTO retrosynthesis dataset with 1.9M reactions from patents (1976-2016). Task: Predict the reactants needed to synthesize the given product. Given the product [NH2:1][C:2]1[CH:7]=[CH:6][C:5]([C:8]2[NH:26][C:24](=[O:25])[N:23]=[C:10]([C:11]3[CH:12]=[C:13]4[C:17](=[CH:18][CH:19]=3)[NH:16][N:15]=[C:14]4[CH3:20])[CH:9]=2)=[C:4]([CH3:22])[CH:3]=1, predict the reactants needed to synthesize it. The reactants are: [NH2:1][C:2]1[CH:7]=[CH:6][C:5]([C:8](=O)/[CH:9]=[CH:10]/[C:11]2[CH:12]=[C:13]3[C:17](=[CH:18][CH:19]=2)[NH:16][N:15]=[C:14]3[CH3:20])=[C:4]([CH3:22])[CH:3]=1.[NH2:23][C:24]([NH2:26])=[O:25].Cl.O1CCOCC1.